This data is from Full USPTO retrosynthesis dataset with 1.9M reactions from patents (1976-2016). The task is: Predict the reactants needed to synthesize the given product. (1) Given the product [CH2:11]([C@@H:18]1[CH2:22][O:21][C:20](=[O:23])[N:19]1[C:24](=[O:46])[C@H:25]([OH:54])[C@H:26]([C:33]1[CH:34]=[C:35]([CH:43]=[CH:44][CH:45]=1)[C:36]([O:38][C:39]([CH3:42])([CH3:41])[CH3:40])=[O:37])[C:27]1[CH:32]=[CH:31][CH:30]=[CH:29][N:28]=1)[C:12]1[CH:17]=[CH:16][CH:15]=[CH:14][CH:13]=1, predict the reactants needed to synthesize it. The reactants are: C[Si](C)(C)[N-][Si](C)(C)C.[Na+].[CH2:11]([C@@H:18]1[CH2:22][O:21][C:20](=[O:23])[N:19]1[C:24](=[O:46])[CH2:25][C@H:26]([C:33]1[CH:34]=[C:35]([CH:43]=[CH:44][CH:45]=1)[C:36]([O:38][C:39]([CH3:42])([CH3:41])[CH3:40])=[O:37])[C:27]1[CH:32]=[CH:31][CH:30]=[CH:29][N:28]=1)[C:12]1[CH:17]=[CH:16][CH:15]=[CH:14][CH:13]=1.C1(S(N2C(C3C=CC=CC=3)O2)(=O)=[O:54])C=CC=CC=1.C12(CS(O)(=O)=O)C(C)(C)C(CC1)CC2=O. (2) Given the product [CH2:15]([C:17]1[CH:23]=[CH:22][C:20]([NH:21][C:3](=[O:5])[CH:2]=[N:26][OH:27])=[CH:19][CH:18]=1)[CH3:16], predict the reactants needed to synthesize it. The reactants are: Cl[C:2](Cl)(Cl)[CH:3]([OH:5])O.S([O-])([O-])(=O)=O.[Na+].[Na+].[CH2:15]([C:17]1[CH:23]=[CH:22][C:20]([NH2:21])=[CH:19][CH:18]=1)[CH3:16].Cl.Cl.[NH2:26][OH:27]. (3) Given the product [CH2:13]([N:20]1[CH2:21][CH2:22][CH:23]([N:26]2[C:30]3[N:31]=[C:32]([C:41]4[CH:46]=[CH:45][C:44]([NH:47][C:2]([NH:52][C:51]5[CH:53]=[CH:54][CH:55]=[C:49]([Cl:48])[CH:50]=5)=[O:4])=[CH:43][CH:42]=4)[N:33]=[C:34]([N:35]4[CH2:40][CH2:39][O:38][CH2:37][CH2:36]4)[C:29]=3[N:28]=[N:27]2)[CH2:24][CH2:25]1)[C:14]1[CH:19]=[CH:18][CH:17]=[CH:16][CH:15]=1, predict the reactants needed to synthesize it. The reactants are: Cl[C:2](Cl)([O:4]C(=O)OC(Cl)(Cl)Cl)Cl.[CH2:13]([N:20]1[CH2:25][CH2:24][CH:23]([N:26]2[C:30]3[N:31]=[C:32]([C:41]4[CH:46]=[CH:45][C:44]([NH2:47])=[CH:43][CH:42]=4)[N:33]=[C:34]([N:35]4[CH2:40][CH2:39][O:38][CH2:37][CH2:36]4)[C:29]=3[N:28]=[N:27]2)[CH2:22][CH2:21]1)[C:14]1[CH:19]=[CH:18][CH:17]=[CH:16][CH:15]=1.[Cl:48][C:49]1[CH:50]=[C:51]([CH:53]=[CH:54][CH:55]=1)[NH2:52].CCN(CC)CC. (4) Given the product [CH3:7][C:8]1[CH:13]=[CH:12][CH:11]=[CH:10][C:9]=1[C:14]1[CH:19]=[CH:18][C:17]([C:20]2[O:22][N:30]=[C:29]([C:31]3[CH:36]=[CH:35][CH:34]=[CH:33][C:32]=3[O:37][C:38]([F:39])([F:40])[F:41])[N:28]=2)=[CH:16][C:15]=1[C:23]([F:24])([F:26])[F:25], predict the reactants needed to synthesize it. The reactants are: C(Cl)(=O)C(Cl)=O.[CH3:7][C:8]1[CH:13]=[CH:12][CH:11]=[CH:10][C:9]=1[C:14]1[CH:19]=[CH:18][C:17]([C:20]([OH:22])=O)=[CH:16][C:15]=1[C:23]([F:26])([F:25])[F:24].O[N:28]=[C:29]([C:31]1[CH:36]=[CH:35][CH:34]=[CH:33][C:32]=1[O:37][C:38]([F:41])([F:40])[F:39])[NH2:30].CCN(C(C)C)C(C)C. (5) Given the product [F:33][C:12]([F:11])([F:32])[C:13]1[CH:27]=[C:26]([C:28]([F:31])([F:30])[F:29])[CH:25]=[CH:24][C:14]=1[CH2:15][N:16]1[CH2:21][CH2:20][CH:19](/[CH:22]=[C:9]2\[S:8][C:7](=[O:10])[N:3]3[CH2:4][CH:5]=[CH:6][N:1]=[C:2]\23)[CH2:18][CH2:17]1, predict the reactants needed to synthesize it. The reactants are: [N:1]1[CH:6]=[CH:5][CH2:4][N:3]2[C:7](=[O:10])[S:8][CH2:9][C:2]=12.[F:11][C:12]([F:33])([F:32])[C:13]1[CH:27]=[C:26]([C:28]([F:31])([F:30])[F:29])[CH:25]=[CH:24][C:14]=1[CH2:15][N:16]1[CH2:21][CH2:20][CH:19]([CH:22]=O)[CH2:18][CH2:17]1.C([O-])(=O)C.[NH2+]1CCCCC1.O. (6) Given the product [Cl:1][C:2]1[CH:3]=[C:4]([C:9]2[N:10]=[C:11]([N:20]3[CH:24]=[CH:23][N:22]=[C:21]3[CH3:25])[O:12][C:13]=2[CH2:14][CH2:15][CH2:16][OH:17])[CH:5]=[CH:6][C:7]=1[Cl:8], predict the reactants needed to synthesize it. The reactants are: [Cl:1][C:2]1[CH:3]=[C:4]([C:9]2[N:10]=[C:11]([N:20]3[CH:24]=[CH:23][N:22]=[C:21]3[CH3:25])[O:12][C:13]=2[CH2:14][CH2:15][C:16](OC)=[O:17])[CH:5]=[CH:6][C:7]=1[Cl:8].O.C(C(C(C([O-])=O)O)O)([O-])=O.[K+].[Na+].O.O.[Na+].[K+].C(C(C(C([O-])=O)O)O)([O-])=O. (7) Given the product [O:1]=[C:2]1[NH:7][CH2:6][CH:5]([C:8]2[CH:18]=[CH:17][C:11]([C:12]([O:14][CH2:15][CH3:16])=[O:13])=[CH:10][CH:9]=2)[CH2:4][CH2:3]1, predict the reactants needed to synthesize it. The reactants are: [O:1]=[C:2]1[NH:7][CH:6]=[C:5]([C:8]2[CH:18]=[CH:17][C:11]([C:12]([O:14][CH2:15][CH3:16])=[O:13])=[CH:10][CH:9]=2)[CH:4]=[CH:3]1. (8) Given the product [CH2:1]([O:3][C:4]([C:5]1([S:6]([C:9]2[CH:10]=[CH:11][C:12]([O:15][CH2:16][C:17]#[C:18][CH3:19])=[CH:13][CH:14]=2)(=[O:7])=[O:8])[CH2:33][CH2:32][N:26]([CH:27]([CH2:30][CH3:31])[CH2:28][CH3:29])[CH2:25][CH2:24]1)=[O:20])[CH3:2], predict the reactants needed to synthesize it. The reactants are: [CH2:1]([O:3][C:4](=[O:20])[CH2:5][S:6]([C:9]1[CH:14]=[CH:13][C:12]([O:15][CH2:16][C:17]#[C:18][CH3:19])=[CH:11][CH:10]=1)(=[O:8])=[O:7])[CH3:2].Cl.Cl.Cl[CH2:24][CH2:25][N:26]([CH2:32][CH2:33]Cl)[CH:27]([CH2:30][CH3:31])[CH2:28][CH3:29]. (9) Given the product [CH:7]12[N:6]([C:4]([O:3][CH2:1][CH3:2])=[O:5])[CH:11]([CH2:12][CH2:13]1)[CH2:10][CH:9]([C:14]([O:16][CH:22]1[CH2:21][CH2:20][CH2:19][CH:18]=[CH:17]1)=[O:15])[CH2:8]2, predict the reactants needed to synthesize it. The reactants are: [CH2:1]([O:3][C:4]([N:6]1[CH:11]2[CH2:12][CH2:13][CH:7]1[CH2:8][CH:9]([C:14]([OH:16])=[O:15])[CH2:10]2)=[O:5])[CH3:2].[CH:17]1(O)[CH2:22][CH2:21][CH2:20][CH:19]=[CH:18]1.C(Cl)CCl. (10) Given the product [Cl:8][C:7]1[CH:6]=[CH:5][C:4]([N+:9]([O-:11])=[O:10])=[CH:3][C:2]=1[C:14]1[CH:15]=[N:16][CH:17]=[CH:18][C:13]=1[CH3:12], predict the reactants needed to synthesize it. The reactants are: Br[C:2]1[CH:3]=[C:4]([N+:9]([O-:11])=[O:10])[CH:5]=[CH:6][C:7]=1[Cl:8].[CH3:12][C:13]1[CH:18]=[CH:17][N:16]=[CH:15][C:14]=1B(O)O.